Dataset: KCNQ2 potassium channel screen with 302,405 compounds. Task: Binary Classification. Given a drug SMILES string, predict its activity (active/inactive) in a high-throughput screening assay against a specified biological target. (1) The drug is O=C(Nc1n(CCCCCCC)c2c(n1)cccc2)CC. The result is 1 (active). (2) The drug is O1c2n[nH]c(c2C2(CCN(CC2)C(=O)c2ccccc2)C(=C1N)C#N)C. The result is 0 (inactive). (3) The molecule is O=C(N1CCC(n2nccc2NC(=O)CCOc2ccccc2)CC1)C(C)C. The result is 0 (inactive). (4) The drug is S=c1n(\N=C\c2sc(cc2)C)c(n[nH]1)C1CCCCC1. The result is 0 (inactive).